Predict the product of the given reaction. From a dataset of Forward reaction prediction with 1.9M reactions from USPTO patents (1976-2016). The product is: [CH3:1][C:2]1[CH:7]=[C:6]([CH3:8])[NH:5][C:4](=[O:9])[C:3]=1[CH2:10][NH:11][C:12]([C:14]1[C:15]([CH3:37])=[C:16]([C:19]2[CH:20]=[N:21][N:22]([CH:24]3[CH2:25][CH2:26][NH:27][CH2:28][CH2:29]3)[CH:23]=2)[S:17][CH:18]=1)=[O:13]. Given the reactants [CH3:1][C:2]1[CH:7]=[C:6]([CH3:8])[NH:5][C:4](=[O:9])[C:3]=1[CH2:10][NH:11][C:12]([C:14]1[C:15]([CH3:37])=[C:16]([C:19]2[CH:20]=[N:21][N:22]([CH:24]3[CH2:29][CH2:28][N:27](C(OC(C)(C)C)=O)[CH2:26][CH2:25]3)[CH:23]=2)[S:17][CH:18]=1)=[O:13].Cl, predict the reaction product.